This data is from hERG potassium channel inhibition data for cardiac toxicity prediction from Karim et al.. The task is: Regression/Classification. Given a drug SMILES string, predict its toxicity properties. Task type varies by dataset: regression for continuous values (e.g., LD50, hERG inhibition percentage) or binary classification for toxic/non-toxic outcomes (e.g., AMES mutagenicity, cardiotoxicity, hepatotoxicity). Dataset: herg_karim. (1) The drug is CNc1nc(NCCCN(C)C)c2sc(-c3ccc(C(F)(F)F)cc3)cc2n1. The result is 1 (blocker). (2) The drug is C[NH+]1[C@H]2CC[C@@H]1CC(OC(=O)[C@@H](CO)c1ccccc1)C2. The result is 1 (blocker).